This data is from Full USPTO retrosynthesis dataset with 1.9M reactions from patents (1976-2016). The task is: Predict the reactants needed to synthesize the given product. Given the product [N+:12]([C:15]1[CH:20]=[CH:19][CH:18]=[CH:17][C:16]=1[S:21]([NH:11][CH:9]1[C:10]2[N:1]=[CH:2][CH:3]=[CH:4][C:5]=2[CH2:6][CH2:7][CH2:8]1)(=[O:23])=[O:22])([O-:14])=[O:13], predict the reactants needed to synthesize it. The reactants are: [N:1]1[C:10]2[CH:9]([NH2:11])[CH2:8][CH2:7][CH2:6][C:5]=2[CH:4]=[CH:3][CH:2]=1.[N+:12]([C:15]1[CH:20]=[CH:19][CH:18]=[CH:17][C:16]=1[S:21](Cl)(=[O:23])=[O:22])([O-:14])=[O:13].CCN(CC)CC.N#N.